Task: Regression. Given a peptide amino acid sequence and an MHC pseudo amino acid sequence, predict their binding affinity value. This is MHC class I binding data.. Dataset: Peptide-MHC class I binding affinity with 185,985 pairs from IEDB/IMGT (1) The peptide sequence is YKEPNSIIL. The MHC is HLA-B08:03 with pseudo-sequence HLA-B08:03. The binding affinity (normalized) is 0.0847. (2) The peptide sequence is MSAPPAEYK. The MHC is HLA-A33:01 with pseudo-sequence HLA-A33:01. The binding affinity (normalized) is 0.304.